Predict the product of the given reaction. From a dataset of Forward reaction prediction with 1.9M reactions from USPTO patents (1976-2016). (1) Given the reactants [CH2:1]([O:8][C:9]1[CH:14]=[C:13]([CH2:15][O:16][CH:17]2[CH2:22][CH2:21][CH2:20][CH2:19][O:18]2)[N:12]=[C:11](C(O)=O)[CH:10]=1)[C:2]1[CH:7]=[CH:6][CH:5]=[CH:4][CH:3]=1.C([N:28]([CH2:31]C)CC)C.[C:33]([OH:37])([CH3:36])([CH3:35])[CH3:34].C1(P(N=[N+]=[N-])(C2C=CC=CC=2)=[O:45])C=CC=CC=1, predict the reaction product. The product is: [C:33]([O:37][C:31](=[O:45])[NH:28][C:11]1[CH:10]=[C:9]([O:8][CH2:1][C:2]2[CH:3]=[CH:4][CH:5]=[CH:6][CH:7]=2)[CH:14]=[C:13]([CH2:15][O:16][CH:17]2[CH2:22][CH2:21][CH2:20][CH2:19][O:18]2)[N:12]=1)([CH3:36])([CH3:35])[CH3:34]. (2) Given the reactants [C:9](O[C:9]([O:11][C:12]([CH3:15])([CH3:14])[CH3:13])=[O:10])([O:11][C:12]([CH3:15])([CH3:14])[CH3:13])=[O:10].[NH2:16][C:17]1[CH:22]=[CH:21][CH:20]=[C:19]([Br:23])[N:18]=1.C(N(CC)CC)C.O, predict the reaction product. The product is: [Br:23][C:19]1[N:18]=[C:17]([NH:16][C:9](=[O:10])[O:11][C:12]([CH3:13])([CH3:14])[CH3:15])[CH:22]=[CH:21][CH:20]=1. (3) The product is: [C:25](=[O:37])([O:33][CH:34]([N:20]1[C:19]2[CH:21]=[CH:22][CH:23]=[CH:24][C:18]=2[N:17]=[C:16]1[S:15][CH2:14][C:3]1[C:2]([CH3:1])=[C:7]([O:8][CH2:9][C:10]([F:12])([F:11])[F:13])[CH:6]=[CH:5][N:4]=1)[CH3:35])[O:26][CH2:27][CH2:28][NH:29][C:30](=[O:32])[CH3:31]. Given the reactants [CH3:1][C:2]1[C:3]([CH2:14][S:15][C:16]2[NH:20][C:19]3[CH:21]=[CH:22][CH:23]=[CH:24][C:18]=3[N:17]=2)=[N:4][CH:5]=[CH:6][C:7]=1[O:8][CH2:9][C:10]([F:13])([F:12])[F:11].[C:25](=[O:37])([O:33][CH:34](I)[CH3:35])[O:26][CH2:27][CH2:28][NH:29][C:30](=[O:32])[CH3:31].C(=O)([O-])O.[Na+].C(#N)C, predict the reaction product. (4) Given the reactants [CH2:1](OC(=O)C1C=CN=C(C)C=1Cl)C.[CH3:14][O:15][N:16]=[C:17]1[C:25]2[C:20](=[CH:21][N:22]=[CH:23][C:24]=2Cl)[O:19][CH2:18]1, predict the reaction product. The product is: [CH3:14][O:15][N:16]=[C:17]1[C:25]2[C:20](=[CH:21][N:22]=[CH:23][C:24]=2[CH3:1])[O:19][CH2:18]1. (5) Given the reactants C(NC(C)C)(C)C.[C:8]([O:11][CH2:12][CH3:13])(=[O:10])[CH3:9].[CH2:14]([O:21][C:22](=[O:34])[NH:23][C@H:24]([C:27](N1C=CN=C1)=[O:28])[CH2:25][CH3:26])[C:15]1[CH:20]=[CH:19][CH:18]=[CH:17][CH:16]=1.C(OC(N[C@@H](CC)C(O)=O)=O)C1C=CC=CC=1, predict the reaction product. The product is: [CH2:14]([O:21][C:22]([NH:23][C@@H:24]([CH2:25][CH3:26])[C:27](=[O:28])[CH2:9][C:8]([O:11][CH2:12][CH3:13])=[O:10])=[O:34])[C:15]1[CH:20]=[CH:19][CH:18]=[CH:17][CH:16]=1. (6) The product is: [CH3:4][O:5]/[N:6]=[C:7](/[C:9]1[CH:10]=[CH:11][CH:12]=[C:13]([CH2:15][CH2:16][CH2:17][O:18][NH2:19])[N:14]=1)\[CH3:8]. Given the reactants O.NN.[CH3:4][O:5]/[N:6]=[C:7](/[C:9]1[N:14]=[C:13]([CH2:15][CH2:16][CH2:17][O:18][N:19]2C(=O)C3C(=CC=CC=3)C2=O)[CH:12]=[CH:11][CH:10]=1)\[CH3:8].[OH-].[Na+], predict the reaction product. (7) Given the reactants [F:1][C:2]([F:16])([F:15])[CH:3]([CH2:8][C:9]1[CH:14]=[CH:13][CH:12]=[CH:11][CH:10]=1)[CH2:4][C:5]([OH:7])=O.C(Cl)(=O)C(Cl)=O.[Al+3].[Cl-].[Cl-].[Cl-], predict the reaction product. The product is: [F:15][C:2]([F:1])([F:16])[CH:3]1[CH2:8][C:9]2[C:14](=[CH:13][CH:12]=[CH:11][CH:10]=2)[C:5](=[O:7])[CH2:4]1.